This data is from Full USPTO retrosynthesis dataset with 1.9M reactions from patents (1976-2016). The task is: Predict the reactants needed to synthesize the given product. (1) Given the product [F:27][C:28]([F:42])([F:41])[C:29]1[CH:40]=[CH:39][C:32]([CH:33]=[CH2:2])=[C:31]([CH:35]([OH:34])[CH:36]=[CH2:37])[CH:30]=1, predict the reactants needed to synthesize it. The reactants are: [Br-].[C:2]1(C([PH3+])(C2C=CC=CC=2)C2C=CC=CC=2)C=CC=CC=1.C([Li])CCC.[F:27][C:28]([F:42])([F:41])[C:29]1[CH:40]=[CH:39][C:32]2[CH:33](O)[O:34][CH:35]([CH:36]=[CH2:37])[C:31]=2[CH:30]=1. (2) Given the product [O:1]1[C:5]2[CH:6]=[CH:7][CH:8]=[CH:9][C:4]=2[C:3]([O:10][C:13](=[O:14])[N:12]([CH3:11])[C:16]2[CH:21]=[CH:20][CH:19]=[CH:18][CH:17]=2)=[N:2]1, predict the reactants needed to synthesize it. The reactants are: [O:1]1[C:5]2[CH:6]=[CH:7][CH:8]=[CH:9][C:4]=2[C:3]([OH:10])=[N:2]1.[CH3:11][N:12]([C:16]1[CH:21]=[CH:20][CH:19]=[CH:18][CH:17]=1)[C:13](Cl)=[O:14]. (3) Given the product [C:34]1([S:40]([N:43]2[C:47]3[CH:48]=[N:49][C:50]([C:53]#[N:54])=[C:51]([O:16][S:17]([C:20]([F:31])([F:32])[C:21]([F:30])([F:29])[C:22]([F:27])([F:28])[C:23]([F:24])([F:25])[F:26])(=[O:18])=[O:19])[C:46]=3[C:45]3[CH:55]=[C:56]([C:59]4[CH:60]=[N:61][N:62]([CH3:64])[CH:63]=4)[CH:57]=[N:58][C:44]2=3)(=[O:41])=[O:42])[CH:35]=[CH:36][CH:37]=[CH:38][CH:39]=1, predict the reactants needed to synthesize it. The reactants are: FC(F)(S([O:16][S:17]([C:20]([F:32])([F:31])[C:21]([F:30])([F:29])[C:22]([F:28])([F:27])[C:23]([F:26])([F:25])[F:24])(=[O:19])=[O:18])(=O)=O)C(F)(F)C(F)(F)C(F)(F)F.[C:34]1([S:40]([N:43]2[C:47]3[CH:48]=[N:49][C:50]([C:53]#[N:54])=[C:51](O)[C:46]=3[C:45]3[CH:55]=[C:56]([C:59]4[CH:60]=[N:61][N:62]([CH3:64])[CH:63]=4)[CH:57]=[N:58][C:44]2=3)(=[O:42])=[O:41])[CH:39]=[CH:38][CH:37]=[CH:36][CH:35]=1.N1C=CC=CC=1.Cl.